From a dataset of Catalyst prediction with 721,799 reactions and 888 catalyst types from USPTO. Predict which catalyst facilitates the given reaction. (1) Reactant: [Cl:1][C:2]1[CH:3]=[C:4]([O:9][C:10]2[CH:15]=[CH:14][C:13]([NH:16][C:17]([NH:19][C@H:20]([C:22]([OH:24])=O)[CH3:21])=[O:18])=[CH:12][CH:11]=2)[CH:5]=[CH:6][C:7]=1[F:8].C(=O)([O-])[O-].[Na+].[Na+]. Product: [Cl:1][C:2]1[CH:3]=[C:4]([O:9][C:10]2[CH:11]=[CH:12][C:13]([N:16]3[C:22](=[O:24])[C@H:20]([CH3:21])[NH:19][C:17]3=[O:18])=[CH:14][CH:15]=2)[CH:5]=[CH:6][C:7]=1[F:8]. The catalyst class is: 33. (2) Reactant: [Cl:1][C:2]1[CH:3]=[CH:4][C:5]([N+:22]([O-:24])=[O:23])=[C:6]([CH:21]=1)[C:7]([NH:9][CH2:10][C:11]1[C:16]([O:17][CH3:18])=[CH:15][CH:14]=[CH:13][C:12]=1[O:19][CH3:20])=O.Cl.B. Product: [Cl:1][C:2]1[CH:3]=[CH:4][C:5]([N+:22]([O-:24])=[O:23])=[C:6]([CH2:7][NH:9][CH2:10][C:11]2[C:12]([O:19][CH3:20])=[CH:13][CH:14]=[CH:15][C:16]=2[O:17][CH3:18])[CH:21]=1. The catalyst class is: 7. (3) Reactant: [CH3:1][C:2]([NH:11][C:12](=[O:17])[C:13]([F:16])([F:15])[F:14])([CH3:10])[CH2:3][C:4]1[CH:9]=[CH:8][CH:7]=[CH:6][CH:5]=1.[Cl:18][S:19](O)(=[O:21])=[O:20].O. Product: [CH3:10][C:2]([NH:11][C:12](=[O:17])[C:13]([F:16])([F:14])[F:15])([CH3:1])[CH2:3][C:4]1[CH:9]=[CH:8][C:7]([S:19]([Cl:18])(=[O:21])=[O:20])=[CH:6][CH:5]=1. The catalyst class is: 22. (4) The catalyst class is: 51. Product: [Cl:1][C:2]1[N:7]=[C:6]([NH:12][CH2:10][CH3:11])[CH:5]=[CH:4][N:3]=1.[Cl:8][C:6]1[CH:5]=[CH:4][N:3]=[C:18]([NH:15][CH2:16][CH3:17])[N:7]=1. Reactant: [Cl:1][C:2]1[N:7]=[C:6]([Cl:8])[CH:5]=[CH:4][N:3]=1.Cl.[CH2:10]([NH2:12])[CH3:11].C([N:15]([CH2:18]C)[CH2:16][CH3:17])C.O. (5) Reactant: [O:1]1[CH2:6][CH2:5][CH:4]([CH2:7][CH2:8]OS(C2C=CC(C)=CC=2)(=O)=O)[CH2:3][CH2:2]1.C[O-].[Na+].[CH2:23]([O:25][C:26](=[O:34])[C:27]([S:30]C(=O)C)([CH3:29])[CH3:28])[CH3:24]. Product: [CH2:23]([O:25][C:26](=[O:34])[C:27]([CH3:29])([S:30][CH2:8][CH2:7][CH:4]1[CH2:3][CH2:2][O:1][CH2:6][CH2:5]1)[CH3:28])[CH3:24]. The catalyst class is: 8. (6) Reactant: [F:1][CH:2]([F:6])[C:3](O)=[O:4].C(N(CC)CC)C.C(Cl)(=O)C(C)(C)C.Cl.[NH2:22][CH:23]([C:40]1[CH:45]=[CH:44][C:43]([O:46][CH3:47])=[CH:42][CH:41]=1)[C:24]([C:26]1[CH:31]=[CH:30][C:29]([O:32][CH2:33][C:34]2[CH:39]=[CH:38][CH:37]=[CH:36][CH:35]=2)=[CH:28][CH:27]=1)=[O:25]. Product: [CH2:33]([O:32][C:29]1[CH:30]=[CH:31][C:26]([C:24](=[O:25])[CH:23]([NH:22][C:3](=[O:4])[CH:2]([F:6])[F:1])[C:40]2[CH:41]=[CH:42][C:43]([O:46][CH3:47])=[CH:44][CH:45]=2)=[CH:27][CH:28]=1)[C:34]1[CH:35]=[CH:36][CH:37]=[CH:38][CH:39]=1. The catalyst class is: 7. (7) Reactant: [F:1][C:2]1[CH:7]=[C:6]([C:8]([F:11])([F:10])[F:9])[CH:5]=[CH:4][C:3]=1[CH:12]1[CH2:17][C:16](=[O:18])[NH:15][C:14]([CH3:19])=[C:13]1[C:20]([OH:22])=O.[NH2:23][C:24]1[CH:25]=[C:26]2[C:30](=[CH:31][CH:32]=1)[NH:29][N:28]=[C:27]2[Cl:33].C(Cl)CCl.CCN(CC)CC. Product: [Cl:33][C:27]1[C:26]2[C:30](=[CH:31][CH:32]=[C:24]([NH:23][C:20]([C:13]3[CH:12]([C:3]4[CH:4]=[CH:5][C:6]([C:8]([F:11])([F:10])[F:9])=[CH:7][C:2]=4[F:1])[CH2:17][C:16](=[O:18])[NH:15][C:14]=3[CH3:19])=[O:22])[CH:25]=2)[NH:29][N:28]=1. The catalyst class is: 861.